The task is: Predict which catalyst facilitates the given reaction.. This data is from Catalyst prediction with 721,799 reactions and 888 catalyst types from USPTO. (1) Reactant: C([O:3][C:4]([C@@H:6]1[C@@H:8]([C:9](=[O:30])[NH:10][C@@H:11]([CH2:24][C:25]2[NH:29][CH:28]=[N:27][CH:26]=2)[C:12]([NH:14][C:15]2[C:20]([CH3:21])=[CH:19][C:18]([CH3:22])=[CH:17][C:16]=2[CH3:23])=[O:13])[O:7]1)=[O:5])C.[Li+].[OH-]. Product: [NH:29]1[C:25]([CH2:24][C@H:11]([NH:10][C:9]([C@H:8]2[O:7][C@@H:6]2[C:4]([OH:5])=[O:3])=[O:30])[C:12]([NH:14][C:15]2[C:16]([CH3:23])=[CH:17][C:18]([CH3:22])=[CH:19][C:20]=2[CH3:21])=[O:13])=[CH:26][N:27]=[CH:28]1. The catalyst class is: 24. (2) Reactant: [N+:1]([C:4]1[CH:12]=[CH:11][C:10]2[NH:9][CH:8]3[CH2:13][CH2:14][NH:15][CH2:16][CH:7]3[C:6]=2[CH:5]=1)([O-:3])=[O:2].C(N(CC)CC)C.[C:24]1(=O)[CH2:28][CH2:27][CH2:26][CH2:25]1.C([BH3-])#N.[Na+]. Product: [CH:24]1([N:15]2[CH2:14][CH2:13][CH:8]3[NH:9][C:10]4[CH:11]=[CH:12][C:4]([N+:1]([O-:3])=[O:2])=[CH:5][C:6]=4[CH:7]3[CH2:16]2)[CH2:28][CH2:27][CH2:26][CH2:25]1. The catalyst class is: 5.